This data is from Peptide-MHC class I binding affinity with 185,985 pairs from IEDB/IMGT. The task is: Regression. Given a peptide amino acid sequence and an MHC pseudo amino acid sequence, predict their binding affinity value. This is MHC class I binding data. (1) The peptide sequence is MYVGGVEHRL. The MHC is HLA-A24:02 with pseudo-sequence HLA-A24:02. The binding affinity (normalized) is 0.486. (2) The peptide sequence is TIERIFNAK. The MHC is HLA-A31:01 with pseudo-sequence HLA-A31:01. The binding affinity (normalized) is 0.493. (3) The peptide sequence is TTTTTTAA. The MHC is Mamu-A02 with pseudo-sequence Mamu-A02. The binding affinity (normalized) is 0.0303. (4) The peptide sequence is GPKRIVKCF. The MHC is HLA-B42:01 with pseudo-sequence HLA-B42:01. The binding affinity (normalized) is 0.808. (5) The peptide sequence is DPRRCLKPVI. The MHC is HLA-B51:01 with pseudo-sequence HLA-B51:01. The binding affinity (normalized) is 0.144.